Task: Predict the product of the given reaction.. Dataset: Forward reaction prediction with 1.9M reactions from USPTO patents (1976-2016) Given the reactants [NH2:1][C:2]1[CH:3]=[N:4][S:5][C:6]=1[N:7]1[CH2:12][CH2:11][CH2:10][C@H:9]([NH:13][C:14](=[O:20])[O:15][C:16]([CH3:19])([CH3:18])[CH3:17])[CH2:8]1.[C:21]([O:25][C:26]([NH:28][C:29]1[S:37][C:36]2[C:31](=[N:32][CH:33]=[CH:34][CH:35]=2)[C:30]=1[C:38](O)=[O:39])=[O:27])([CH3:24])([CH3:23])[CH3:22].CN(C(ON1N=NC2C=CC=NC1=2)=[N+](C)C)C.F[P-](F)(F)(F)(F)F.CCN(C(C)C)C(C)C, predict the reaction product. The product is: [C:16]([O:15][C:14]([NH:13][C@H:9]1[CH2:10][CH2:11][CH2:12][N:7]([C:6]2[S:5][N:4]=[CH:3][C:2]=2[NH:1][C:38]([C:30]2[C:31]3=[N:32][CH:33]=[CH:34][CH:35]=[C:36]3[S:37][C:29]=2[NH:28][C:26](=[O:27])[O:25][C:21]([CH3:23])([CH3:22])[CH3:24])=[O:39])[CH2:8]1)=[O:20])([CH3:17])([CH3:19])[CH3:18].